This data is from Full USPTO retrosynthesis dataset with 1.9M reactions from patents (1976-2016). The task is: Predict the reactants needed to synthesize the given product. (1) Given the product [C:20]([O:19][C:17]([N:14]1[CH2:15][CH2:16][CH:11]([N:9]2[CH:10]=[C:6]([C:4]([OH:5])=[O:3])[CH:7]=[N:8]2)[CH2:12][CH2:13]1)=[O:18])([CH3:23])([CH3:21])[CH3:22], predict the reactants needed to synthesize it. The reactants are: C([O:3][C:4]([C:6]1[CH:7]=[N:8][N:9]([CH:11]2[CH2:16][CH2:15][N:14]([C:17]([O:19][C:20]([CH3:23])([CH3:22])[CH3:21])=[O:18])[CH2:13][CH2:12]2)[CH:10]=1)=[O:5])C.[OH-].[K+]. (2) Given the product [C:1]1([CH3:14])[CH:6]=[CH:5][CH:4]=[C:3]([C:7]2([C:10]([F:11])([F:13])[F:12])[N:9]=[N:8]2)[CH:2]=1, predict the reactants needed to synthesize it. The reactants are: [C:1]1([CH3:14])[CH:6]=[CH:5][CH:4]=[C:3]([C:7]2([C:10]([F:13])([F:12])[F:11])[NH:9][NH:8]2)[CH:2]=1.C(N(CC)CC)C.ClOC(C)(C)C.S([O-])([O-])=O.[Na+].[Na+].